This data is from Peptide-MHC class I binding affinity with 185,985 pairs from IEDB/IMGT. The task is: Regression. Given a peptide amino acid sequence and an MHC pseudo amino acid sequence, predict their binding affinity value. This is MHC class I binding data. (1) The peptide sequence is SIFLHLVKI. The MHC is HLA-A32:01 with pseudo-sequence HLA-A32:01. The binding affinity (normalized) is 0.723. (2) The peptide sequence is SQMPPQKIM. The binding affinity (normalized) is 0.0847. The MHC is HLA-B07:02 with pseudo-sequence HLA-B07:02. (3) The peptide sequence is WESGAVLCV. The MHC is HLA-B18:01 with pseudo-sequence HLA-B18:01. The binding affinity (normalized) is 0.605. (4) The peptide sequence is KLTEAITAA. The MHC is HLA-A02:06 with pseudo-sequence HLA-A02:06. The binding affinity (normalized) is 0.911. (5) The peptide sequence is VLDMGDPVK. The MHC is HLA-B57:01 with pseudo-sequence HLA-B57:01. The binding affinity (normalized) is 0.0847. (6) The peptide sequence is ILRPLGIEY. The MHC is HLA-B15:17 with pseudo-sequence HLA-B15:17. The binding affinity (normalized) is 0.640. (7) The peptide sequence is QELGKYEQYI. The binding affinity (normalized) is 0.424. The MHC is HLA-B40:02 with pseudo-sequence HLA-B40:02. (8) The peptide sequence is LAMGCYSQV. The MHC is HLA-B51:01 with pseudo-sequence HLA-B51:01. The binding affinity (normalized) is 0.543. (9) The peptide sequence is GFQYSPGQRV. The MHC is Patr-A0701 with pseudo-sequence Patr-A0701. The binding affinity (normalized) is 0.0879. (10) The peptide sequence is EMVLRADQL. The MHC is HLA-E01:01 with pseudo-sequence HLA-E01:03. The binding affinity (normalized) is 0.0847.